The task is: Predict the reaction yield, written as a fraction of the theoretical maximum amount of product (1.0 means a 100% yield; for example, 0.34 means a 34% yield).. This data is from Reaction yield outcomes from USPTO patents with 853,638 reactions. (1) The reactants are [CH3:1][O:2][C:3]1[CH:4]=[C:5]2[C:10](=[CH:11][C:12]=1[O:13][CH3:14])[N:9]=[CH:8][CH:7]=[C:6]2[O:15][C:16]1[C:22]([CH3:23])=[CH:21][C:19]([NH2:20])=[C:18]([CH3:24])[CH:17]=1.C1(C)C=CC=CC=1.C(N(CC)CC)C.Cl[C:40](Cl)([O:42]C(=O)OC(Cl)(Cl)Cl)Cl.[Br:51][C:52]1[CH:53]=[C:54]([CH:58]=[CH:59][CH:60]=1)[CH:55]([OH:57])[CH3:56]. The catalyst is C(Cl)Cl. The product is [CH3:1][O:2][C:3]1[CH:4]=[C:5]2[C:10](=[CH:11][C:12]=1[O:13][CH3:14])[N:9]=[CH:8][CH:7]=[C:6]2[O:15][C:16]1[C:22]([CH3:23])=[CH:21][C:19]([NH:20][C:40](=[O:42])[O:57][CH:55]([C:54]2[CH:58]=[CH:59][CH:60]=[C:52]([Br:51])[CH:53]=2)[CH3:56])=[C:18]([CH3:24])[CH:17]=1. The yield is 0.550. (2) The reactants are [Cl:1][C:2]1[C:3]([C:10]2[CH:32]=[CH:31][C:13]([C:14]([NH:16][C:17]3[CH:22]=[CH:21][CH:20]=[CH:19][C:18]=3[NH:23]C(=O)OC(C)(C)C)=[O:15])=[CH:12][CH:11]=2)=[N:4][CH:5]=[C:6]([CH2:8][OH:9])[CH:7]=1.Cl.O1CCOCC1. The catalyst is CO. The product is [NH2:23][C:18]1[CH:19]=[CH:20][CH:21]=[CH:22][C:17]=1[NH:16][C:14](=[O:15])[C:13]1[CH:12]=[CH:11][C:10]([C:3]2[C:2]([Cl:1])=[CH:7][C:6]([CH2:8][OH:9])=[CH:5][N:4]=2)=[CH:32][CH:31]=1. The yield is 0.950. (3) The reactants are [CH3:1][C:2]1[N:7]=[CH:6][C:5]([CH2:8][CH2:9][N:10]([C:12]2[CH:21]=[CH:20][C:15]([C:16]([O:18]C)=[O:17])=[CH:14][CH:13]=2)N)=[CH:4][CH:3]=1.[CH3:22][N:23]1[CH2:28][CH2:27][C:26](=O)[CH2:25][CH2:24]1. The catalyst is Cl. The product is [CH3:22][N:23]1[CH2:28][CH2:27][C:26]2[N:10]([CH2:9][CH2:8][C:5]3[CH:6]=[N:7][C:2]([CH3:1])=[CH:3][CH:4]=3)[C:12]3[CH:21]=[CH:20][C:15]([C:16]([OH:18])=[O:17])=[CH:14][C:13]=3[C:25]=2[CH2:24]1. The yield is 0.0400.